This data is from Full USPTO retrosynthesis dataset with 1.9M reactions from patents (1976-2016). The task is: Predict the reactants needed to synthesize the given product. (1) The reactants are: [CH:1]1([S:7]([C:10]2[CH:15]=[CH:14][CH:13]=[CH:12][CH:11]=2)(=[O:9])=[O:8])[CH2:6][CH2:5][CH2:4][CH:3]=[CH:2]1.[Li]CCCC.[CH3:21][CH2:22][CH2:23][CH2:24][CH2:25][CH3:26].C([CH:34](Br)[CH2:35][O:36][CH2:37]C(Br)CC1C=CC=CC=1)C1C=CC=CC=1. Given the product [C:10]1([S:7]([C:1]2([CH2:34][CH2:35][O:36][CH2:37][C:23]3[CH:22]=[CH:21][CH:26]=[CH:25][CH:24]=3)[CH2:6][CH2:5][CH2:4][CH:3]=[CH:2]2)(=[O:8])=[O:9])[CH:15]=[CH:14][CH:13]=[CH:12][CH:11]=1, predict the reactants needed to synthesize it. (2) Given the product [CH:39]1([CH2:38][C:18]2[C:17]([CH2:16][O:15][C:12]3[CH:13]=[CH:14][C:9]([O:8][C:5]([CH3:6])([CH3:7])[C:4]([OH:43])=[O:3])=[C:10]([CH3:42])[CH:11]=3)=[C:22]([C:23]([F:26])([F:24])[F:25])[CH:21]=[C:20]([C:27]3[CH:32]=[CH:31][C:30]([O:33][C:34]([F:37])([F:35])[F:36])=[CH:29][CH:28]=3)[N:19]=2)[CH2:41][CH2:40]1, predict the reactants needed to synthesize it. The reactants are: C([O:3][C:4](=[O:43])[C:5]([O:8][C:9]1[CH:14]=[CH:13][C:12]([O:15][CH2:16][C:17]2[C:18]([CH2:38][CH:39]3[CH2:41][CH2:40]3)=[N:19][C:20]([C:27]3[CH:32]=[CH:31][C:30]([O:33][C:34]([F:37])([F:36])[F:35])=[CH:29][CH:28]=3)=[CH:21][C:22]=2[C:23]([F:26])([F:25])[F:24])=[CH:11][C:10]=1[CH3:42])([CH3:7])[CH3:6])C.[Li+].[OH-].